Dataset: Reaction yield outcomes from USPTO patents with 853,638 reactions. Task: Predict the reaction yield, written as a fraction of the theoretical maximum amount of product (1.0 means a 100% yield; for example, 0.34 means a 34% yield). (1) The reactants are [ClH:1].Cl.C(N(CC)CCNC([C:11]1[C:24]2[C:15](=[C:16]([NH:25][C:26]3[CH:31]=[CH:30][C:29]([NH:32][S:33]([CH3:36])(=[O:35])=[O:34])=[CH:28][C:27]=3[O:37][CH3:38])[C:17]3[C:22]([N:23]=2)=[CH:21][CH:20]=[CH:19][CH:18]=3)[CH:14]=[C:13]([I:39])[CH:12]=1)=O)C.[Cl:42]C1C2C(N=C3C=1C=CC=C3[C:57]([NH:59][CH2:60][CH2:61][N:62]([CH2:65][CH3:66])[CH2:63][CH3:64])=[O:58])=CC=C(I)C=2.[K+].[Br-].C(N(CC)CCNC(C1C=NC2C(=CC=C([Sn](CCCC)(CCCC)CCCC)C=2)N=1)=O)C.IC1C(C(OC)=O)=C(NC2C=CC=CC=2C(O)=O)C=CC=1.IC1C=C2C(=CC=1)N=C(C(OCC)=O)C=C2.Cl.Cl.C(N(CC)CCNC(C1N=C2C=CC(I)=CN2C=1)=O)C.C(N(CC)CCNC(C1N=C2C=CC=CN2C=1[Sn](CCCC)(CCCC)CCCC)=O)C.IC1C=CC=C2C=1N=C1C(=C2)C=CC=C1C(OC)=O.Cl.C(N(CC)CCNC(C1SC2C=CC=C(I)C=2C=1)=O)C. No catalyst specified. The product is [ClH:42].[ClH:1].[CH2:63]([N:62]([CH2:65][CH3:66])[CH2:61][CH2:60][NH:59][C:57]([C:21]1[C:22]2[C:17](=[C:16]([NH:25][C:26]3[CH:31]=[CH:30][C:29]([NH:32][S:33]([CH3:36])(=[O:35])=[O:34])=[CH:28][C:27]=3[O:37][CH3:38])[C:15]3[C:24]([N:23]=2)=[CH:11][CH:12]=[C:13]([I:39])[CH:14]=3)[CH:18]=[CH:19][CH:20]=1)=[O:58])[CH3:64]. The yield is 0.330. (2) The reactants are [Cl:1][C:2]1[C:7](Cl)=[CH:6][N:5]=[CH:4][N:3]=1.[NH2:9][CH:10]1[CH2:14][CH2:13][N:12]([C:15]([O:17][C:18]([CH3:21])([CH3:20])[CH3:19])=[O:16])[CH2:11]1.CCN(C(C)C)C(C)C. The catalyst is C(O)CCC. The product is [Cl:1][C:2]1[N:3]=[CH:4][N:5]=[C:6]([NH:9][CH:10]2[CH2:14][CH2:13][N:12]([C:15]([O:17][C:18]([CH3:21])([CH3:20])[CH3:19])=[O:16])[CH2:11]2)[CH:7]=1. The yield is 0.500. (3) The reactants are Br.[NH2:2][C:3]1[C:11]([OH:12])=[C:10]2[C:6]([CH2:7][CH2:8][C:9]2=[O:13])=[CH:5][CH:4]=1.[C:14]1([CH2:20][CH2:21][CH2:22][CH2:23][C:24](O)=[O:25])[CH:19]=[CH:18][CH:17]=[CH:16][CH:15]=1.P(C#N)(OCC)(OCC)=O.C(N(CC)CC)C. The catalyst is CN(C)C=O.C(OCC)C. The product is [OH:12][C:11]1[C:3]([NH:2][C:24](=[O:25])[CH2:23][CH2:22][CH2:21][CH2:20][C:14]2[CH:19]=[CH:18][CH:17]=[CH:16][CH:15]=2)=[CH:4][CH:5]=[C:6]2[C:10]=1[C:9](=[O:13])[CH2:8][CH2:7]2. The yield is 0.260.